This data is from Reaction yield outcomes from USPTO patents with 853,638 reactions. The task is: Predict the reaction yield, written as a fraction of the theoretical maximum amount of product (1.0 means a 100% yield; for example, 0.34 means a 34% yield). The reactants are F[C:2]1[CH:11]=[CH:10][CH:9]=[C:8]2[C:3]=1[C:4]([NH:12][C:13]1[CH:18]=[CH:17][C:16]([O:19][C:20]3[CH:21]=[N:22][C:23]([CH3:26])=[CH:24][CH:25]=3)=[C:15]([CH3:27])[CH:14]=1)=[N:5][CH:6]=[N:7]2.[CH3:28][O-:29].[Na+]. The catalyst is CO. The product is [CH3:28][O:29][C:2]1[CH:11]=[CH:10][CH:9]=[C:8]2[C:3]=1[C:4]([NH:12][C:13]1[CH:18]=[CH:17][C:16]([O:19][C:20]3[CH:21]=[N:22][C:23]([CH3:26])=[CH:24][CH:25]=3)=[C:15]([CH3:27])[CH:14]=1)=[N:5][CH:6]=[N:7]2. The yield is 0.960.